From a dataset of Forward reaction prediction with 1.9M reactions from USPTO patents (1976-2016). Predict the product of the given reaction. (1) Given the reactants [Br:1][C:2]1[CH:18]=[CH:17][CH:16]=[CH:15][C:3]=1[CH2:4][O:5][C:6]1[CH:13]=[C:12]([OH:14])[CH:11]=[CH:10][C:7]=1[CH:8]=[O:9].[C:19]([O:23][C:24](=[O:29])[NH:25][CH2:26][CH2:27]Br)([CH3:22])([CH3:21])[CH3:20].C([O-])([O-])=O.[K+].[K+], predict the reaction product. The product is: [C:19]([O:23][C:24](=[O:29])[NH:25][CH2:26][CH2:27][O:14][C:12]1[CH:11]=[CH:10][C:7]([CH:8]=[O:9])=[C:6]([O:5][CH2:4][C:3]2[CH:15]=[CH:16][CH:17]=[CH:18][C:2]=2[Br:1])[CH:13]=1)([CH3:22])([CH3:21])[CH3:20]. (2) Given the reactants [Cl:1][C:2]1[CH:3]=[CH:4][C:5]([NH:8][C:9](=[O:34])[C:10]2[CH:15]=[CH:14][C:13]([C:16]3[CH2:20][C:19]([C:25]4[CH:30]=[C:29]([Cl:31])[CH:28]=[C:27]([Cl:32])[CH:26]=4)([C:21]([F:24])([F:23])[F:22])[O:18][N:17]=3)=[CH:12][C:11]=2[CH3:33])=[N:6][CH:7]=1.[H-].[Na+].[H][H].Cl[C:40]([O:42][CH3:43])=[O:41], predict the reaction product. The product is: [Cl:1][C:2]1[CH:3]=[CH:4][C:5]([N:8]([C:9](=[O:34])[C:10]2[CH:15]=[CH:14][C:13]([C:16]3[CH2:20][C:19]([C:25]4[CH:26]=[C:27]([Cl:32])[CH:28]=[C:29]([Cl:31])[CH:30]=4)([C:21]([F:23])([F:24])[F:22])[O:18][N:17]=3)=[CH:12][C:11]=2[CH3:33])[C:40](=[O:41])[O:42][CH3:43])=[N:6][CH:7]=1. (3) Given the reactants C1(P(C2CCCCC2)[C:8]2[CH:13]=[CH:12][CH:11]=[CH:10][C:9]=2[C:14]2[C:19](OC)=[CH:18][CH:17]=[CH:16][C:15]=2OC)CCCCC1.C(=O)([O-])[O-].[K+].[K+].[F:36][C:37]1[CH:73]=[N:72][C:40]2[N:41](C3C=CC=C(I)C=3)[C:42](=[O:64])[N:43]([C@H:46]3[CH2:51][CH2:50][C@@H:49]([NH:52][CH2:53][C:54]4[N:55]=[C:56]5[CH:61]=[CH:60][C:59]([F:62])=[CH:58][N:57]5[CH:63]=4)[CH2:48][CH2:47]3)[C:44](=[O:45])[C:39]=2[CH:38]=1, predict the reaction product. The product is: [C:14]1([C:9]2[CH:8]=[CH:13][CH:12]=[CH:11][CH:10]=2)[CH:15]=[CH:16][CH:17]=[C:18]([N:41]2[C:40]3[N:72]=[CH:73][C:37]([F:36])=[CH:38][C:39]=3[C:44](=[O:45])[N:43]([C@H:46]3[CH2:47][CH2:48][C@@H:49]([NH:52][CH2:53][C:54]4[N:55]=[C:56]5[CH:61]=[CH:60][C:59]([F:62])=[CH:58][N:57]5[CH:63]=4)[CH2:50][CH2:51]3)[C:42]2=[O:64])[CH:19]=1. (4) The product is: [CH3:1][N:2]1[C:6]2[C:7]3[CH:8]=[CH:9][CH:10]=[CH:11][C:12]=3[O:13][C:14]3([CH2:19][CH2:18][N:17]([C:20]([C:22]4[CH:31]=[CH:30][CH:29]=[CH:28][C:23]=4[C:24]([OH:26])=[O:25])=[O:21])[CH2:16][CH2:15]3)[C:5]=2[CH:4]=[N:3]1. Given the reactants [CH3:1][N:2]1[C:6]2[C:7]3[CH:8]=[CH:9][CH:10]=[CH:11][C:12]=3[O:13][C:14]3([CH2:19][CH2:18][N:17]([C:20]([C:22]4[CH:31]=[CH:30][CH:29]=[CH:28][C:23]=4[C:24]([O:26]C)=[O:25])=[O:21])[CH2:16][CH2:15]3)[C:5]=2[CH:4]=[N:3]1.[OH-].[Na+], predict the reaction product. (5) The product is: [Cl:12][C:10]1[CH:11]=[C:2]([NH:1][CH:14]2[CH2:19][CH2:18][CH2:17][CH2:16][CH2:15]2)[C:3]([CH3:13])=[C:4]([CH:9]=1)[C:5]([O:7][CH3:8])=[O:6]. Given the reactants [NH2:1][C:2]1[C:3]([CH3:13])=[C:4]([CH:9]=[C:10]([Cl:12])[CH:11]=1)[C:5]([O:7][CH3:8])=[O:6].[C:14]1(=O)[CH2:19][CH2:18][CH2:17][CH2:16][CH2:15]1.C(O)(=O)C.C([BH3-])#N.[Na+], predict the reaction product.